From a dataset of Forward reaction prediction with 1.9M reactions from USPTO patents (1976-2016). Predict the product of the given reaction. Given the reactants [C:1]([O:5][C:6]([NH:8][C@@H:9]([CH:13]([CH3:15])[CH3:14])[C:10]([OH:12])=O)=[O:7])([CH3:4])([CH3:3])[CH3:2].C(N(CC)CC)C.F[P-](F)(F)(F)(F)F.[N:30]1([O:39][C:40](N(C)C)=[N+](C)C)[C:34]2N=CC=CC=2N=N1.Cl.CNOC, predict the reaction product. The product is: [C:1]([O:5][C:6](=[O:7])[NH:8][C@H:9]([C:10](=[O:12])[N:30]([O:39][CH3:40])[CH3:34])[CH:13]([CH3:15])[CH3:14])([CH3:2])([CH3:3])[CH3:4].